The task is: Predict the reactants needed to synthesize the given product.. This data is from Full USPTO retrosynthesis dataset with 1.9M reactions from patents (1976-2016). Given the product [O:1]([CH2:2][CH:3]([C:5]1[CH:13]=[CH:12][C:8]([C:9]([O:11][CH3:21])=[O:10])=[CH:7][CH:6]=1)[CH3:4])[C:14]1[CH:19]=[CH:18][CH:17]=[CH:16][CH:15]=1, predict the reactants needed to synthesize it. The reactants are: [OH:1][CH2:2][CH:3]([C:5]1[CH:13]=[CH:12][C:8]([C:9]([O-:11])=[O:10])=[CH:7][CH:6]=1)[CH3:4].[C:14]1(O)[CH:19]=[CH:18][CH:17]=[CH:16][CH:15]=1.[C:21]1(P(C2C=CC=CC=2)C2C=CC=CC=2)C=CC=CC=1.N(C(OC(C)C)=O)=NC(OC(C)C)=O.